From a dataset of Full USPTO retrosynthesis dataset with 1.9M reactions from patents (1976-2016). Predict the reactants needed to synthesize the given product. (1) Given the product [CH3:3][C:4]1[C:8]([C:9]2[CH:18]=[C:17]3[C:12]([C:13]([NH:31][C:32]4[CH:33]=[C:34]([CH:40]=[CH:41][CH:42]=4)[C:35]([OH:37])=[O:36])=[C:14]([C:19]([NH:21][CH2:22][C:23]4[CH:24]=[CH:25][C:26]([O:29][CH3:30])=[CH:27][CH:28]=4)=[O:20])[CH:15]=[N:16]3)=[CH:11][CH:10]=2)=[C:7]([CH3:43])[O:6][N:5]=1, predict the reactants needed to synthesize it. The reactants are: [OH-].[Na+].[CH3:3][C:4]1[C:8]([C:9]2[CH:18]=[C:17]3[C:12]([C:13]([NH:31][C:32]4[CH:33]=[C:34]([CH:40]=[CH:41][CH:42]=4)[C:35]([O:37]CC)=[O:36])=[C:14]([C:19]([NH:21][CH2:22][C:23]4[CH:28]=[CH:27][C:26]([O:29][CH3:30])=[CH:25][CH:24]=4)=[O:20])[CH:15]=[N:16]3)=[CH:11][CH:10]=2)=[C:7]([CH3:43])[O:6][N:5]=1.Cl. (2) The reactants are: [F:1][C:2]1[C:7]([O:8][CH3:9])=[CH:6][CH:5]=[CH:4][C:3]=1[C:10]1[N:14]([S:15]([C:18]2[CH:19]=[N:20][CH:21]=[CH:22][CH:23]=2)(=[O:17])=[O:16])[CH:13]=[C:12]([CH2:24][N:25](C)[C:26](=O)[O:27][C:28]([CH3:31])(C)C)[CH:11]=1.[C:34]([O:37]CC)(=[O:36])[CH3:35].Cl.C[OH:42]. Given the product [C:28]([OH:42])(=[O:27])/[CH:31]=[CH:35]/[C:34]([OH:37])=[O:36].[F:1][C:2]1[C:7]([O:8][CH3:9])=[CH:6][CH:5]=[CH:4][C:3]=1[C:10]1[N:14]([S:15]([C:18]2[CH:19]=[N:20][CH:21]=[CH:22][CH:23]=2)(=[O:17])=[O:16])[CH:13]=[C:12]([CH2:24][NH:25][CH3:26])[CH:11]=1, predict the reactants needed to synthesize it.